From a dataset of Reaction yield outcomes from USPTO patents with 853,638 reactions. Predict the reaction yield, written as a fraction of the theoretical maximum amount of product (1.0 means a 100% yield; for example, 0.34 means a 34% yield). (1) The reactants are [CH3:1][O:2][C:3]1[CH:17]=[CH:16][C:6]([CH2:7][N:8]2[CH:12]=[C:11]([N+:13]([O-])=O)[CH:10]=[N:9]2)=[CH:5][CH:4]=1. The catalyst is CCO.[NH4+].[Cl-].CCOC(C)=O.[Fe]. The product is [CH3:1][O:2][C:3]1[CH:4]=[CH:5][C:6]([CH2:7][N:8]2[CH:12]=[C:11]([NH2:13])[CH:10]=[N:9]2)=[CH:16][CH:17]=1. The yield is 0.623. (2) The yield is 0.870. The reactants are [O:1]1[C:9]2[C:4](=[N:5][C:6]([NH2:10])=[CH:7][CH:8]=2)[CH2:3][CH2:2]1.[CH3:11][C:12]1[CH:17]=[CH:16][C:15]([S:18](Cl)(=[O:20])=[O:19])=[CH:14][CH:13]=1.O. The product is [O:1]1[C:9]2[C:4](=[N:5][C:6]([NH:10][S:18]([C:15]3[CH:16]=[CH:17][C:12]([CH3:11])=[CH:13][CH:14]=3)(=[O:20])=[O:19])=[CH:7][CH:8]=2)[CH2:3][CH2:2]1. The catalyst is N1C=CC=CC=1. (3) The reactants are [OH:1][CH:2]1[CH2:7][CH2:6][CH:5]([C:8]([OH:10])=[O:9])[CH2:4][CH2:3]1.S(=O)(=O)(O)O.C([O-])([O-])=O.[Na+].[Na+].[CH2:22](O)[CH3:23]. No catalyst specified. The product is [CH2:22]([O:9][C:8]([CH:5]1[CH2:6][CH2:7][CH:2]([OH:1])[CH2:3][CH2:4]1)=[O:10])[CH3:23]. The yield is 1.00. (4) The reactants are [CH3:1][O:2][C:3]1[CH:8]=[CH:7][CH:6]=[CH:5][C:4]=1[N:9]1[CH2:14][CH2:13][N:12]([CH2:15][CH2:16][C:17]([C:25]([CH:27]2[CH2:32][CH2:31][CH2:30][CH2:29][CH2:28]2)=[O:26])([C:19]2[CH:24]=[CH:23][CH:22]=[CH:21][CH:20]=2)[CH3:18])[CH2:11][CH2:10]1.[ClH:33].C(OCC)C. The catalyst is CO. The product is [ClH:33].[ClH:33].[CH3:1][O:2][C:3]1[CH:8]=[CH:7][CH:6]=[CH:5][C:4]=1[N:9]1[CH2:10][CH2:11][N:12]([CH2:15][CH2:16][C:17]([C:25]([CH:27]2[CH2:32][CH2:31][CH2:30][CH2:29][CH2:28]2)=[O:26])([C:19]2[CH:20]=[CH:21][CH:22]=[CH:23][CH:24]=2)[CH3:18])[CH2:13][CH2:14]1. The yield is 0.760. (5) The reactants are [F:1][CH:2]1[CH2:7][CH2:6][N:5]([CH2:8][C:9]2[CH:14]=[CH:13][C:12]([C:15]#[C:16][C:17]3[CH:25]=[CH:24][C:20]([C:21]([OH:23])=O)=[CH:19][CH:18]=3)=[CH:11][CH:10]=2)[CH2:4][CH2:3]1.CN(C(ON1N=NC2C=CC=NC1=2)=[N+](C)C)C.F[P-](F)(F)(F)(F)F.CCN(C(C)C)C(C)C.Cl.[CH3:60][O:61][C:62](=[O:85])[C@@H:63]([NH2:84])[C@H:64]([NH:66][C:67]([O:69][CH2:70][CH:71]1[C:83]2[CH:82]=[CH:81][CH:80]=[CH:79][C:78]=2[C:77]2[C:72]1=[CH:73][CH:74]=[CH:75][CH:76]=2)=[O:68])[CH3:65].Cl. The catalyst is CN(C=O)C.CCOC(C)=O. The product is [CH3:60][O:61][C:62](=[O:85])[C@@H:63]([NH:84][C:21](=[O:23])[C:20]1[CH:24]=[CH:25][C:17]([C:16]#[C:15][C:12]2[CH:11]=[CH:10][C:9]([CH2:8][N:5]3[CH2:6][CH2:7][CH:2]([F:1])[CH2:3][CH2:4]3)=[CH:14][CH:13]=2)=[CH:18][CH:19]=1)[C@H:64]([NH:66][C:67]([O:69][CH2:70][CH:71]1[C:72]2[CH:73]=[CH:74][CH:75]=[CH:76][C:77]=2[C:78]2[C:83]1=[CH:82][CH:81]=[CH:80][CH:79]=2)=[O:68])[CH3:65]. The yield is 0.670. (6) The yield is 0.950. The catalyst is CC(O)=O.CO.[OH-].[OH-].[Pd+2]. The product is [CH3:17][C:14]1([CH3:18])[CH2:13][NH:12][CH:11]([C:9]([OH:10])=[O:8])[CH2:16][O:15]1. The reactants are C([O:8][C:9]([CH:11]1[CH2:16][O:15][C:14]([CH3:18])([CH3:17])[CH2:13][N:12]1CC1C=CC=CC=1)=[O:10])C1C=CC=CC=1.